From a dataset of NCI-60 drug combinations with 297,098 pairs across 59 cell lines. Regression. Given two drug SMILES strings and cell line genomic features, predict the synergy score measuring deviation from expected non-interaction effect. Cell line: PC-3. Drug 1: CC(CN1CC(=O)NC(=O)C1)N2CC(=O)NC(=O)C2. Synergy scores: CSS=20.2, Synergy_ZIP=-5.70, Synergy_Bliss=-2.40, Synergy_Loewe=-0.630, Synergy_HSA=-0.406. Drug 2: C1=NC2=C(N=C(N=C2N1C3C(C(C(O3)CO)O)O)F)N.